From a dataset of Full USPTO retrosynthesis dataset with 1.9M reactions from patents (1976-2016). Predict the reactants needed to synthesize the given product. (1) Given the product [F:22][C:18]1[CH:17]=[C:16]([C:15]2[S:14][C:13]([CH3:23])=[N:12][C:11]=2[C:9]([N:4]2[C@H:3]([CH2:2][NH:1][C:34]([C:33]3[C:27]4[O:26][C:25]([CH3:37])([CH3:24])[CH2:29][C:28]=4[CH:30]=[CH:31][CH:32]=3)=[O:35])[CH2:8][C@H:7]3[C@@H:5]2[CH2:6]3)=[O:10])[CH:21]=[CH:20][CH:19]=1, predict the reactants needed to synthesize it. The reactants are: [NH2:1][CH2:2][C@@H:3]1[CH2:8][C@H:7]2[C@H:5]([CH2:6]2)[N:4]1[C:9]([C:11]1[N:12]=[C:13]([CH3:23])[S:14][C:15]=1[C:16]1[CH:21]=[CH:20][CH:19]=[C:18]([F:22])[CH:17]=1)=[O:10].[CH3:24][C:25]1([CH3:37])[CH2:29][C:28]2[CH:30]=[CH:31][CH:32]=[C:33]([C:34](O)=[O:35])[C:27]=2[O:26]1. (2) Given the product [F:1][C:2]([F:10])([F:9])[C:3]1[CH:4]=[N+:5]([O-:11])[CH:6]=[CH:7][CH:8]=1, predict the reactants needed to synthesize it. The reactants are: [F:1][C:2]([F:10])([F:9])[C:3]1[CH:4]=[N:5][CH:6]=[CH:7][CH:8]=1.[OH:11]O. (3) Given the product [CH2:8]([NH:10][C:11]([N:4]1[CH2:3][C:2]([CH3:7])([CH3:1])[CH:6]=[N:5]1)=[S:12])[CH3:9], predict the reactants needed to synthesize it. The reactants are: [CH3:1][C:2]1([CH3:7])[CH2:6][N:5]=[N:4][CH2:3]1.[CH2:8]([N:10]=[C:11]=[S:12])[CH3:9].